From a dataset of Full USPTO retrosynthesis dataset with 1.9M reactions from patents (1976-2016). Predict the reactants needed to synthesize the given product. (1) Given the product [Br:1][C:2]1[CH:7]=[CH:6][C:5]([C:8]2[N:9]([CH2:26][CH2:25][OH:24])[CH:10]=[C:11]([C:13]3[N:17]([CH:18]([CH3:19])[CH3:20])[N:16]=[C:15]([CH3:21])[N:14]=3)[N:12]=2)=[C:4]([F:22])[CH:3]=1, predict the reactants needed to synthesize it. The reactants are: [Br:1][C:2]1[CH:7]=[CH:6][C:5]([C:8]2[NH:9][CH:10]=[C:11]([C:13]3[N:17]([CH:18]([CH3:20])[CH3:19])[N:16]=[C:15]([CH3:21])[N:14]=3)[N:12]=2)=[C:4]([F:22])[CH:3]=1.C1(=O)O[CH2:26][CH2:25][O:24]1.CO. (2) Given the product [CH3:14][N:10]1[C:11]2[C:7](=[CH:6][C:5]([O:4][CH2:1][CH2:2][CH2:3][OH:34])=[CH:13][CH:12]=2)[C:8]([C:15]2[N:23]([S:24]([C:27]3[CH:32]=[CH:31][C:30]([CH3:33])=[CH:29][CH:28]=3)(=[O:26])=[O:25])[C:18]3=[N:19][CH:20]=[CH:21][CH:22]=[C:17]3[CH:16]=2)=[CH:9]1.[CH3:14][N:10]1[C:11]2[C:7](=[CH:6][C:5]([O:4][CH2:1][CH:2]([OH:34])[CH3:3])=[CH:13][CH:12]=2)[C:8]([C:15]2[N:23]([S:24]([C:27]3[CH:32]=[CH:31][C:30]([CH3:33])=[CH:29][CH:28]=3)(=[O:26])=[O:25])[C:18]3=[N:19][CH:20]=[CH:21][CH:22]=[C:17]3[CH:16]=2)=[CH:9]1, predict the reactants needed to synthesize it. The reactants are: [CH2:1]([O:4][C:5]1[CH:6]=[C:7]2[C:11](=[CH:12][CH:13]=1)[N:10]([CH3:14])[CH:9]=[C:8]2[C:15]1[N:23]([S:24]([C:27]2[CH:32]=[CH:31][C:30]([CH3:33])=[CH:29][CH:28]=2)(=[O:26])=[O:25])[C:18]2=[N:19][CH:20]=[CH:21][CH:22]=[C:17]2[CH:16]=1)[CH:2]=[CH2:3].[O:34]1CCCC1. (3) Given the product [CH3:1][NH:2][C:3]1[CH:14]=[CH:13][CH:12]=[CH:11][C:4]=1[C:5]([OH:7])=[O:6].[I:10][CH2:9][CH2:8][OH:7], predict the reactants needed to synthesize it. The reactants are: [CH3:1][NH:2][C:3]1[CH:14]=[CH:13][CH:12]=[CH:11][C:4]=1[C:5]([O:7][CH2:8][CH2:9][I:10])=[O:6]. (4) Given the product [C:3]1([CH3:2])[CH:8]=[CH:7][C:6]([C:9]2[C:18](=[O:19])[C:17]3[C:12](=[CH:13][CH:14]=[N:15][C:16]=3[NH:20][CH2:38][CH2:37][C:34]3[CH:35]=[CH:36][CH:31]=[CH:32][CH:33]=3)[NH:11][CH:10]=2)=[CH:5][CH:4]=1, predict the reactants needed to synthesize it. The reactants are: F[C:2](F)(F)[C:3]1[CH:8]=[CH:7][C:6]([C:9]2[C:18](=[O:19])[C:17]3[C:12](=[CH:13][CH:14]=[N:15][C:16]=3[NH:20]C3C=CC(Cl)=CC=3)[NH:11][CH:10]=2)=[CH:5][CH:4]=1.Cl[C:31]1[CH:36]=[CH:35][C:34]([CH2:37][C:38](OCC)=O)=[CH:33][CH:32]=1.FC(F)(F)C1C=CC(CC(OCC)=O)=CC=1.C(N)CC1C=CC=CC=1.ClC1C=CC(N)=CC=1. (5) Given the product [ClH:65].[CH2:19]1[C:5]2[C:4]3[C:8](=[C:9]([C:11]([OH:15])=[O:58])[CH:10]=[CH:2][CH:3]=3)[NH:7][C:6]=2[CH2:16][CH2:17][NH:18]1, predict the reactants needed to synthesize it. The reactants are: Br[C:2]1[CH:3]=[C:4]2[C:8]3=[C:9]([C:11](=[O:15])NCC[N:7]3[C@H:6]3[CH2:16][CH2:17][N:18](C(OC(C)(C)C)=O)[CH2:19][C@@H:5]23)[CH:10]=1.C1(P(C2C=CC=CC=2)C2C=CC=CC=2)C=CC=CC=1.FC1C=CC=C(F)C=1[SnH3].FC(F)(F)C(O)=[O:58].[OH-].[NH4+].C(Cl)(Cl)[Cl:65]. (6) Given the product [CH3:1][Si:2]([CH3:51])([CH3:50])[CH2:3][CH2:4][O:5][CH2:6][N:7]([CH2:42][O:43][CH2:44][CH2:45][Si:46]([CH3:49])([CH3:48])[CH3:47])[C:8]1[N:13]2[N:14]=[CH:15][C:16]([C:17]3[CH:18]=[N:19][N:20]([C:22]4[CH:27]=[CH:26][CH:25]=[CH:24][CH:23]=4)[CH:21]=3)=[C:12]2[N:11]=[C:10]([CH:28]2[CH2:33][CH2:32][C:31]([CH2:39][OH:40])([C:34]([O:36][CH2:37][CH3:38])=[O:35])[CH2:30][CH2:29]2)[C:9]=1[C:57]([O:59][CH2:60][CH3:61])=[CH2:58], predict the reactants needed to synthesize it. The reactants are: [CH3:1][Si:2]([CH3:51])([CH3:50])[CH2:3][CH2:4][O:5][CH2:6][N:7]([CH2:42][O:43][CH2:44][CH2:45][Si:46]([CH3:49])([CH3:48])[CH3:47])[C:8]1[N:13]2[N:14]=[CH:15][C:16]([C:17]3[CH:18]=[N:19][N:20]([C:22]4[CH:27]=[CH:26][CH:25]=[CH:24][CH:23]=4)[CH:21]=3)=[C:12]2[N:11]=[C:10]([CH:28]2[CH2:33][CH2:32][C:31]([CH2:39][OH:40])([C:34]([O:36][CH2:37][CH3:38])=[O:35])[CH2:30][CH2:29]2)[C:9]=1Br.C([Sn](CCCC)(CCCC)[C:57]([O:59][CH2:60][CH3:61])=[CH2:58])CCC. (7) The reactants are: [N+:1]([C:4]1[CH:12]=[CH:11][C:7]2[CH2:8][CH2:9][O:10][C:6]=2[CH:5]=1)([O-])=O.CCOC(C)=O. Given the product [O:10]1[C:6]2[CH:5]=[C:4]([NH2:1])[CH:12]=[CH:11][C:7]=2[CH2:8][CH2:9]1, predict the reactants needed to synthesize it.